This data is from Reaction yield outcomes from USPTO patents with 853,638 reactions. The task is: Predict the reaction yield, written as a fraction of the theoretical maximum amount of product (1.0 means a 100% yield; for example, 0.34 means a 34% yield). (1) The reactants are [H-].[Na+].N[C@@H](CC(C)CC)C[OH:6].Cl[CH2:13][C:14]([O:16][CH2:17][CH3:18])=O.[Cl-].[NH4+:20].[C:21]1([CH3:27])[CH:26]=CC=C[CH:22]=1. No catalyst specified. The product is [C:21]([C@@H:13]1[NH:20][C:18](=[O:6])[CH2:17][O:16][CH2:14]1)([CH3:27])([CH3:26])[CH3:22]. The yield is 0.740. (2) The reactants are [CH3:1][CH:2]([CH2:39][CH2:40][CH3:41])[CH2:3][O:4][C:5]1[CH:10]=[CH:9][C:8]([C@@H:11]([NH:28][C:29](=[O:38])[C@H:30]([C:32]2[CH:37]=[CH:36][CH:35]=[CH:34][CH:33]=2)[CH3:31])[CH2:12][NH:13][CH2:14][C:15]2([NH:20]C(=O)OC(C)(C)C)[CH2:19][CH2:18][CH2:17][CH2:16]2)=[CH:7][CH:6]=1.C(O)(C(F)(F)F)=O. The catalyst is ClCCl. The product is [NH2:20][C:15]1([CH2:14][NH:13][CH2:12][C@H:11]([NH:28][C:29](=[O:38])[C@H:30]([C:32]2[CH:37]=[CH:36][CH:35]=[CH:34][CH:33]=2)[CH3:31])[C:8]2[CH:9]=[CH:10][C:5]([O:4][CH2:3][CH:2]([CH3:1])[CH2:39][CH2:40][CH3:41])=[CH:6][CH:7]=2)[CH2:19][CH2:18][CH2:17][CH2:16]1. The yield is 0.630. (3) The reactants are Cl[C:2]1[N:3]=[CH:4][C:5]2[N:11]([CH3:12])[C:10](=[O:13])[C:9]3([CH2:16][CH2:15][CH2:14]3)[CH2:8][N:7]([CH:17]3[CH2:21][CH2:20][CH2:19][CH2:18]3)[C:6]=2[N:22]=1.[NH2:23][C:24]1[CH:32]=[CH:31][C:27]([C:28]([OH:30])=[O:29])=[CH:26][C:25]=1[F:33].C(O)(C(F)(F)F)=O. No catalyst specified. The product is [CH:17]1([N:7]2[CH2:8][C:9]3([CH2:16][CH2:15][CH2:14]3)[C:10](=[O:13])[N:11]([CH3:12])[C:5]3[CH:4]=[N:3][C:2]([NH:23][C:24]4[CH:32]=[CH:31][C:27]([C:28]([OH:30])=[O:29])=[CH:26][C:25]=4[F:33])=[N:22][C:6]2=3)[CH2:21][CH2:20][CH2:19][CH2:18]1. The yield is 0.550. (4) The yield is 0.651. The product is [F:22][C:23]1[CH:24]=[C:25]2[C:29](=[CH:30][C:31]=1[NH:32][CH2:33][C:34]1[CH:39]=[CH:38][C:37]([F:40])=[CH:36][CH:35]=1)[NH:28][C:27](=[O:41])[C:26]2=[CH:20][C:3]1[NH:4][C:5]2[CH2:10][CH2:9][N:8]([CH2:11][CH2:12][N:13]3[CH2:14][CH2:15][CH2:16][CH2:17][CH2:18]3)[C:7](=[O:19])[C:6]=2[C:2]=1[CH3:1]. The reactants are [CH3:1][C:2]1[C:6]2[C:7](=[O:19])[N:8]([CH2:11][CH2:12][N:13]3[CH2:18][CH2:17][CH2:16][CH2:15][CH2:14]3)[CH2:9][CH2:10][C:5]=2[NH:4][C:3]=1[CH:20]=O.[F:22][C:23]1[CH:24]=[C:25]2[C:29](=[CH:30][C:31]=1[NH:32][CH2:33][C:34]1[CH:39]=[CH:38][C:37]([F:40])=[CH:36][CH:35]=1)[NH:28][C:27](=[O:41])[CH2:26]2. No catalyst specified. (5) The reactants are [CH2:1]([O:8][C:9]([C:11]1[CH:20]=[C:19]([O:21]CC2C=CC=CC=2)[C:18]2[C:13](=[C:14]([O:30][CH2:31][C:32]3[CH:37]=[CH:36][CH:35]=[CH:34][CH:33]=3)[C:15](Br)=[CH:16][CH:17]=2)[N:12]=1)=[O:10])C1C=CC=CC=1.C1(C#C)C=CC=CC=1.[C:46]([NH:53][CH2:54][C:55]#[CH:56])([O:48][C:49]([CH3:52])([CH3:51])[CH3:50])=[O:47]. No catalyst specified. The product is [CH3:1][O:8][C:9]([C:11]1[CH:20]=[C:19]([OH:21])[C:18]2[C:13](=[C:14]([O:30][CH2:31][C:32]3[CH:37]=[CH:36][CH:35]=[CH:34][CH:33]=3)[C:15]([C:56]#[C:55][CH2:54][NH:53][C:46]([O:48][C:49]([CH3:50])([CH3:51])[CH3:52])=[O:47])=[CH:16][CH:17]=2)[N:12]=1)=[O:10]. The yield is 0.470.